Dataset: Full USPTO retrosynthesis dataset with 1.9M reactions from patents (1976-2016). Task: Predict the reactants needed to synthesize the given product. (1) Given the product [C:1]([O:4][CH2:5][CH2:6]/[CH:7]=[C:8]1\[O:9][C:10](=[O:15])[O:11][C:12]\1([CH3:14])[CH3:13])(=[O:3])[CH:2]=[CH2:16], predict the reactants needed to synthesize it. The reactants are: [C:1]([O:4][CH2:5][CH2:6]/[CH:7]=[C:8]1\[O:9][C:10](=[O:15])[O:11][C:12]\1([CH3:14])[CH3:13])(=[O:3])[CH3:2].[C:16](OCC)(=O)C=C.COC1C=CC(O)=CC=1. (2) Given the product [ClH:1].[I:11][C:10]1[C:3]2[C:2]([NH2:26])=[N:7][CH:6]=[N:5][C:4]=2[N:8]([C@H:12]2[CH2:17][CH2:16][C@H:15]([N:18]3[CH2:23][CH2:22][N:21]([CH3:24])[CH2:20][CH2:19]3)[CH2:14][CH2:13]2)[CH:9]=1, predict the reactants needed to synthesize it. The reactants are: [Cl:1][C:2]1[C:3]2[C:10]([I:11])=[CH:9][N:8]([C@H:12]3[CH2:17][CH2:16][C@H:15]([N:18]4[CH2:23][CH2:22][N:21]([CH3:24])[CH2:20][CH2:19]4)[CH2:14][CH2:13]3)[C:4]=2[N:5]=[CH:6][N:7]=1.[OH-].[NH4+:26].